This data is from Reaction yield outcomes from USPTO patents with 853,638 reactions. The task is: Predict the reaction yield, written as a fraction of the theoretical maximum amount of product (1.0 means a 100% yield; for example, 0.34 means a 34% yield). (1) The reactants are [Na].C([O:4][C:5](=O)[CH:6]([C:12]1[CH:17]=[CH:16][CH:15]=[CH:14][C:13]=1[F:18])[C:7](OCC)=[O:8])C.[NH2:20][C:21]([NH2:23])=[S:22].O. The catalyst is C(O)C. The product is [F:18][C:13]1[CH:14]=[CH:15][CH:16]=[CH:17][C:12]=1[CH:6]1[C:5](=[O:4])[NH:23][C:21](=[S:22])[NH:20][C:7]1=[O:8]. The yield is 0.460. (2) The reactants are [Cl-].O[NH3+:3].[C:4](=[O:7])([O-])[OH:5].[Na+].CS(C)=O.[CH2:13]([C:17]1[N:18]=[C:19]([CH3:48])[N:20]([CH2:39][C:40]2[CH:45]=[CH:44][C:43]([F:46])=[CH:42][C:41]=2[F:47])[C:21](=[O:38])[C:22]=1[CH2:23][C:24]1[CH:29]=[CH:28][C:27]([C:30]2[C:31]([C:36]#[N:37])=[CH:32][CH:33]=[CH:34][CH:35]=2)=[CH:26][CH:25]=1)[CH2:14][CH2:15][CH3:16]. The catalyst is C(OCC)(=O)C. The product is [CH2:13]([C:17]1[N:18]=[C:19]([CH3:48])[N:20]([CH2:39][C:40]2[CH:45]=[CH:44][C:43]([F:46])=[CH:42][C:41]=2[F:47])[C:21](=[O:38])[C:22]=1[CH2:23][C:24]1[CH:25]=[CH:26][C:27]([C:30]2[CH:35]=[CH:34][CH:33]=[CH:32][C:31]=2[C:36]2[NH:3][C:4](=[O:7])[O:5][N:37]=2)=[CH:28][CH:29]=1)[CH2:14][CH2:15][CH3:16]. The yield is 0.930. (3) The reactants are [CH:1]1([C:4]([NH:6][C:7]2[N:8]=[C:9]3[CH:14]=[CH:13][C:12]([O:15][C:16]4[CH:26]=[CH:25][CH:24]=[CH:23][C:17]=4[C:18]([O:20]CC)=[O:19])=[N:11][N:10]3[CH:27]=2)=[O:5])[CH2:3][CH2:2]1.[OH-].[Na+].Cl.C(OCC)(=O)C. The catalyst is O1CCCC1. The product is [CH:1]1([C:4]([NH:6][C:7]2[N:8]=[C:9]3[CH:14]=[CH:13][C:12]([O:15][C:16]4[CH:26]=[CH:25][CH:24]=[CH:23][C:17]=4[C:18]([OH:20])=[O:19])=[N:11][N:10]3[CH:27]=2)=[O:5])[CH2:3][CH2:2]1. The yield is 0.730.